This data is from Catalyst prediction with 721,799 reactions and 888 catalyst types from USPTO. The task is: Predict which catalyst facilitates the given reaction. (1) The catalyst class is: 14. Reactant: Cl.C1(C(=[N:15][C:16]2[CH:21]=[CH:20][C:19]([CH:22]3[CH2:27][CH2:26][CH2:25][CH:24]([CH2:28][C:29]([O:31][CH2:32][CH3:33])=[O:30])[CH2:23]3)=[CH:18][CH:17]=2)C2C=CC=CC=2)C=CC=CC=1.C(=O)([O-])[O-].[K+].[K+]. Product: [NH2:15][C:16]1[CH:17]=[CH:18][C:19]([CH:22]2[CH2:27][CH2:26][CH2:25][CH:24]([CH2:28][C:29]([O:31][CH2:32][CH3:33])=[O:30])[CH2:23]2)=[CH:20][CH:21]=1. (2) Reactant: C[O:2][C:3](=[O:29])[C:4]1[CH:9]=[CH:8][CH:7]=[CH:6][C:5]=1[NH:10][C:11]1[CH:16]=[CH:15][C:14]([CH2:17][CH2:18][CH2:19][C:20]2[CH:25]=[CH:24][C:23]([NH:26][CH2:27][CH3:28])=[CH:22][CH:21]=2)=[CH:13][CH:12]=1.[OH-].[K+]. Product: [CH2:27]([NH:26][C:23]1[CH:22]=[CH:21][C:20]([CH2:19][CH2:18][CH2:17][C:14]2[CH:15]=[CH:16][C:11]([NH:10][C:5]3[CH:6]=[CH:7][CH:8]=[CH:9][C:4]=3[C:3]([OH:29])=[O:2])=[CH:12][CH:13]=2)=[CH:25][CH:24]=1)[CH3:28]. The catalyst class is: 14.